From a dataset of Full USPTO retrosynthesis dataset with 1.9M reactions from patents (1976-2016). Predict the reactants needed to synthesize the given product. Given the product [Cl:1][C:2]1[C:7]2[S:8][C:9]3[CH:14]=[CH:13][CH:12]=[CH:11][C:10]=3[C:6]=2[CH:5]=[CH:4][N:3]=1, predict the reactants needed to synthesize it. The reactants are: [Cl:1][C:2]1[C:7]([S:8][C:9]2[CH:14]=[CH:13][CH:12]=[CH:11][CH:10]=2)=[C:6](N)[CH:5]=[CH:4][N:3]=1.